Task: Predict which catalyst facilitates the given reaction.. Dataset: Catalyst prediction with 721,799 reactions and 888 catalyst types from USPTO (1) Reactant: [Cl:1][C:2]1[CH:3]=[C:4]([Cl:16])[C:5]2[O:10][CH:9]([CH:11]([CH3:13])[CH3:12])[C:8](=[O:14])[NH:7][C:6]=2[CH:15]=1.C(=O)([O-])[O-].[K+].[K+].[C:23]([O:27][CH3:28])(=[O:26])[CH:24]=[CH2:25].C(O)(=O)CC(CC(O)=O)(C(O)=O)O. Product: [CH3:28][O:27][C:23](=[O:26])[CH2:24][CH2:25][N:7]1[C:6]2[CH:15]=[C:2]([Cl:1])[CH:3]=[C:4]([Cl:16])[C:5]=2[O:10][CH:9]([CH:11]([CH3:12])[CH3:13])[C:8]1=[O:14]. The catalyst class is: 9. (2) Reactant: Cl.C([N:9]1[CH2:14][CH2:13][CH:12]([NH:15][S:16]([C:19]2[CH:24]=[C:23]([S:25]([C:28]3[CH:33]=[CH:32][C:31]([F:34])=[CH:30][CH:29]=3)(=[O:27])=[O:26])[CH:22]=[CH:21][C:20]=2[CH3:35])(=[O:18])=[O:17])[CH2:11][CH2:10]1)C1C=CC=CC=1. Product: [F:34][C:31]1[CH:32]=[CH:33][C:28]([S:25]([C:23]2[CH:22]=[CH:21][C:20]([CH3:35])=[C:19]([S:16]([NH:15][CH:12]3[CH2:11][CH2:10][NH:9][CH2:14][CH2:13]3)(=[O:17])=[O:18])[CH:24]=2)(=[O:26])=[O:27])=[CH:29][CH:30]=1. The catalyst class is: 63.